This data is from NCI-60 drug combinations with 297,098 pairs across 59 cell lines. The task is: Regression. Given two drug SMILES strings and cell line genomic features, predict the synergy score measuring deviation from expected non-interaction effect. (1) Drug 1: CC1=C2C(C(=O)C3(C(CC4C(C3C(C(C2(C)C)(CC1OC(=O)C(C(C5=CC=CC=C5)NC(=O)OC(C)(C)C)O)O)OC(=O)C6=CC=CC=C6)(CO4)OC(=O)C)OC)C)OC. Drug 2: CN(C)N=NC1=C(NC=N1)C(=O)N. Cell line: OVCAR-8. Synergy scores: CSS=59.3, Synergy_ZIP=6.36, Synergy_Bliss=4.67, Synergy_Loewe=-23.2, Synergy_HSA=4.01. (2) Cell line: SF-539. Synergy scores: CSS=13.5, Synergy_ZIP=-3.95, Synergy_Bliss=-3.44, Synergy_Loewe=-1.33, Synergy_HSA=-1.66. Drug 2: C1=CC(=CC=C1C#N)C(C2=CC=C(C=C2)C#N)N3C=NC=N3. Drug 1: CC(CN1CC(=O)NC(=O)C1)N2CC(=O)NC(=O)C2. (3) Synergy scores: CSS=46.4, Synergy_ZIP=-3.24, Synergy_Bliss=-6.78, Synergy_Loewe=-6.48, Synergy_HSA=-3.88. Cell line: LOX IMVI. Drug 2: CCN(CC)CCCC(C)NC1=C2C=C(C=CC2=NC3=C1C=CC(=C3)Cl)OC. Drug 1: C1=NC2=C(N1)C(=S)N=C(N2)N. (4) Drug 1: CC1C(C(=O)NC(C(=O)N2CCCC2C(=O)N(CC(=O)N(C(C(=O)O1)C(C)C)C)C)C(C)C)NC(=O)C3=C4C(=C(C=C3)C)OC5=C(C(=O)C(=C(C5=N4)C(=O)NC6C(OC(=O)C(N(C(=O)CN(C(=O)C7CCCN7C(=O)C(NC6=O)C(C)C)C)C)C(C)C)C)N)C. Drug 2: C1C(C(OC1N2C=NC(=NC2=O)N)CO)O. Cell line: SK-MEL-5. Synergy scores: CSS=16.4, Synergy_ZIP=4.41, Synergy_Bliss=10.6, Synergy_Loewe=6.99, Synergy_HSA=8.60. (5) Drug 1: CCC1(CC2CC(C3=C(CCN(C2)C1)C4=CC=CC=C4N3)(C5=C(C=C6C(=C5)C78CCN9C7C(C=CC9)(C(C(C8N6C=O)(C(=O)OC)O)OC(=O)C)CC)OC)C(=O)OC)O.OS(=O)(=O)O. Synergy scores: CSS=11.7, Synergy_ZIP=-5.50, Synergy_Bliss=-1.76, Synergy_Loewe=-4.56, Synergy_HSA=-4.33. Cell line: M14. Drug 2: CN(CCCl)CCCl.Cl. (6) Drug 1: CC1=C(N=C(N=C1N)C(CC(=O)N)NCC(C(=O)N)N)C(=O)NC(C(C2=CN=CN2)OC3C(C(C(C(O3)CO)O)O)OC4C(C(C(C(O4)CO)O)OC(=O)N)O)C(=O)NC(C)C(C(C)C(=O)NC(C(C)O)C(=O)NCCC5=NC(=CS5)C6=NC(=CS6)C(=O)NCCC[S+](C)C)O. Drug 2: C(CN)CNCCSP(=O)(O)O. Cell line: BT-549. Synergy scores: CSS=26.8, Synergy_ZIP=2.31, Synergy_Bliss=3.31, Synergy_Loewe=-58.2, Synergy_HSA=5.51.